This data is from Forward reaction prediction with 1.9M reactions from USPTO patents (1976-2016). The task is: Predict the product of the given reaction. (1) Given the reactants [CH2:1]([N:4]([CH2:26][CH:27]=[CH2:28])[C:5](=[O:25])[C:6]1[C:20]([I:21])=[C:19]([NH2:22])[C:18]([I:23])=[C:8]([C:9]([N:11]([CH2:15][CH:16]=[CH2:17])[CH2:12][CH:13]=[CH2:14])=[O:10])[C:7]=1[I:24])[CH:2]=[CH2:3].[C:29](Cl)(Cl)=[O:30].C1(C)C=CC=CC=1, predict the reaction product. The product is: [CH2:1]([N:4]([CH2:26][CH:27]=[CH2:28])[C:5](=[O:25])[C:6]1[C:20]([I:21])=[C:19]([N:22]=[C:29]=[O:30])[C:18]([I:23])=[C:8]([C:9]([N:11]([CH2:15][CH:16]=[CH2:17])[CH2:12][CH:13]=[CH2:14])=[O:10])[C:7]=1[I:24])[CH:2]=[CH2:3]. (2) Given the reactants [F:1][C:2]1[CH:3]=[C:4]2[C:9](=[N:10][CH:11]=1)[N:8]=[C:7]([C:12]([F:15])([F:14])[F:13])[C:6]([C:16]1[CH:21]=[N:20][N:19]([CH3:22])[C:18](=[O:23])[C:17]=1[O:24]C)=[CH:5]2.[I-].[Na+].Cl[Si](C)(C)C, predict the reaction product. The product is: [F:1][C:2]1[CH:3]=[C:4]2[C:9](=[N:10][CH:11]=1)[N:8]=[C:7]([C:12]([F:13])([F:14])[F:15])[C:6]([C:16]1[CH:21]=[N:20][N:19]([CH3:22])[C:18](=[O:23])[C:17]=1[OH:24])=[CH:5]2. (3) The product is: [Cl:1][C:2]1[CH:7]=[CH:6][C:5]([S:8]([N:11]([CH2:12][C:13]2[CH:14]=[CH:15][C:16]([C:17]([O:19][CH3:20])=[O:18])=[CH:21][CH:22]=2)[CH:25]([CH2:26][CH3:27])[CH2:24][CH3:23])(=[O:10])=[O:9])=[CH:4][CH:3]=1. Given the reactants [Cl:1][C:2]1[CH:7]=[CH:6][C:5]([S:8]([NH:11][CH2:12][C:13]2[CH:22]=[CH:21][C:16]([C:17]([O:19][CH3:20])=[O:18])=[CH:15][CH:14]=2)(=[O:10])=[O:9])=[CH:4][CH:3]=1.[CH3:23][CH2:24][CH:25](O)[CH2:26][CH3:27].C1C=CC(P(C2C=CC=CC=2)C2C=CC=CC=2)=CC=1.N(C(OC(C)C)=O)=NC(OC(C)C)=O, predict the reaction product. (4) Given the reactants [N+:1]([C:4]1[CH:16]=[CH:15][C:7]([CH2:8][N:9]2[CH2:14][CH2:13][O:12][CH2:11][CH2:10]2)=[CH:6][CH:5]=1)([O-])=O.C(O)(=O)C.[OH-].[Na+], predict the reaction product. The product is: [N:9]1([CH2:8][C:7]2[CH:15]=[CH:16][C:4]([NH2:1])=[CH:5][CH:6]=2)[CH2:14][CH2:13][O:12][CH2:11][CH2:10]1.